Dataset: Reaction yield outcomes from USPTO patents with 853,638 reactions. Task: Predict the reaction yield, written as a fraction of the theoretical maximum amount of product (1.0 means a 100% yield; for example, 0.34 means a 34% yield). (1) The reactants are [CH:1]1[C:10]2[CH2:9][CH2:8][CH2:7]/[C:6](=[N:11]/O)/[C:5]=2[CH:4]=[CH:3][N:2]=1. The catalyst is C(O)C.C(OCC)(=O)C.[Pd]. The product is [CH:1]1[C:10]2[CH2:9][CH2:8][CH2:7][CH:6]([NH2:11])[C:5]=2[CH:4]=[CH:3][N:2]=1. The yield is 0.930. (2) The reactants are [CH3:1][O:2][CH2:3][CH2:4][CH2:5][O:6][C@@H:7]([C:17]1[CH:22]=[CH:21][CH:20]=[CH:19][CH:18]=1)[C@@H:8]1[CH2:13][CH2:12][CH2:11][N:10]([C:14](Cl)=[O:15])[CH2:9]1.[NH2:23][C@@H:24]([CH2:36][CH:37]1[CH2:42][CH2:41][CH2:40][CH2:39][CH2:38]1)[CH2:25][NH:26][C:27](=[O:35])[O:28][CH2:29][CH2:30][Si:31]([CH3:34])([CH3:33])[CH3:32].C(N(CC)CC)C. The catalyst is C(Cl)Cl. The product is [CH3:1][O:2][CH2:3][CH2:4][CH2:5][O:6][C@@H:7]([C:17]1[CH:22]=[CH:21][CH:20]=[CH:19][CH:18]=1)[C@@H:8]1[CH2:13][CH2:12][CH2:11][N:10]([C:14]([NH:23][C@@H:24]([CH2:36][CH:37]2[CH2:38][CH2:39][CH2:40][CH2:41][CH2:42]2)[CH2:25][NH:26][C:27](=[O:35])[O:28][CH2:29][CH2:30][Si:31]([CH3:33])([CH3:34])[CH3:32])=[O:15])[CH2:9]1. The yield is 0.790. (3) The reactants are [F:1][C:2]1[CH:8]=[CH:7][CH:6]=[CH:5][C:3]=1[NH2:4].[Br:9][C:10]1[C:11]([F:21])=[C:12]([F:20])[C:13](F)=[C:14]([CH:18]=1)[C:15]([OH:17])=[O:16].[Li+].C[Si]([N-][Si](C)(C)C)(C)C. The catalyst is C1COCC1. The product is [Br:9][C:10]1[C:11]([F:21])=[C:12]([F:20])[C:13]([NH:4][C:3]2[CH:5]=[CH:6][CH:7]=[CH:8][C:2]=2[F:1])=[C:14]([CH:18]=1)[C:15]([OH:17])=[O:16]. The yield is 0.750. (4) The reactants are [Cl:1][C:2]1[C:3]([O:9][C:10]2[CH:24]=[C:23]([O:25][CH2:26][CH2:27][O:28][CH3:29])[CH:22]=[CH:21][C:11]=2/[CH:12]=[C:13](\[CH2:19][CH3:20])/[C:14]([O:16]CC)=[O:15])=[N:4][CH:5]=[C:6]([Cl:8])[CH:7]=1.[OH-].[Na+]. The catalyst is O1CCCC1.C(O)C. The yield is 0.910. The product is [Cl:1][C:2]1[C:3]([O:9][C:10]2[CH:24]=[C:23]([O:25][CH2:26][CH2:27][O:28][CH3:29])[CH:22]=[CH:21][C:11]=2/[CH:12]=[C:13](\[CH2:19][CH3:20])/[C:14]([OH:16])=[O:15])=[N:4][CH:5]=[C:6]([Cl:8])[CH:7]=1. (5) The reactants are [Cl:1][C:2]1[CH:7]=[C:6](Cl)[N:5]2[N:9]=[CH:10][CH:11]=[C:4]2[N:3]=1.CCN(CC)CC.[CH:19]1([NH2:22])[CH2:21][CH2:20]1. The catalyst is C(#N)C. The product is [Cl:1][C:2]1[CH:7]=[C:6]([NH:22][CH:19]2[CH2:21][CH2:20]2)[N:5]2[N:9]=[CH:10][CH:11]=[C:4]2[N:3]=1. The yield is 0.700. (6) The reactants are [N+:1]([C:4]1[CH:8]=[CH:7][N:6]([CH2:9][CH2:10][CH:11]([CH3:13])[CH3:12])[N:5]=1)([O-])=O.CO.[H][H]. The catalyst is C(OCC)(=O)C.[Pd]. The product is [CH2:9]([N:6]1[CH:7]=[CH:8][C:4]([NH2:1])=[N:5]1)[CH2:10][CH:11]([CH3:13])[CH3:12]. The yield is 0.930. (7) The reactants are [Br:1][C:2]1[CH:3]=[CH:4][C:5]([O:13][CH2:14][C:15]2[CH:20]=[CH:19][C:18]([O:21][CH2:22][C:23]3[N:24]=[C:25]([C:29]4[CH:34]=[CH:33][CH:32]=[CH:31][CH:30]=4)[O:26][C:27]=3[CH3:28])=[CH:17][CH:16]=2)=[C:6]([CH2:8][C:9]([O:11]C)=[O:10])[CH:7]=1.O1CCCC1.[OH-].[Na+].Cl. The catalyst is O.CO. The product is [Br:1][C:2]1[CH:3]=[CH:4][C:5]([O:13][CH2:14][C:15]2[CH:16]=[CH:17][C:18]([O:21][CH2:22][C:23]3[N:24]=[C:25]([C:29]4[CH:30]=[CH:31][CH:32]=[CH:33][CH:34]=4)[O:26][C:27]=3[CH3:28])=[CH:19][CH:20]=2)=[C:6]([CH2:8][C:9]([OH:11])=[O:10])[CH:7]=1. The yield is 0.830.